Dataset: Choline transporter screen with 302,306 compounds. Task: Binary Classification. Given a drug SMILES string, predict its activity (active/inactive) in a high-throughput screening assay against a specified biological target. (1) The molecule is O=c1n(CCC)c(N)cc(=O)n1CCC. The result is 0 (inactive). (2) The drug is S(=O)(=O)(Cc1n(nnn1)c1ccccc1)c1ccc(F)cc1. The result is 0 (inactive).